From a dataset of Catalyst prediction with 721,799 reactions and 888 catalyst types from USPTO. Predict which catalyst facilitates the given reaction. (1) Reactant: N1C=CC=C(C)C=1.C(O)(=O)[C:9](O)=[O:10].[CH2:14]([O:21][NH:22][C@H:23]1[CH2:28][NH:27][C@H:26]([C:29]([O:31][CH2:32][C:33]2[CH:38]=[CH:37][CH:36]=[CH:35][CH:34]=2)=[O:30])[CH2:25][CH2:24]1)[C:15]1[CH:20]=[CH:19][CH:18]=[CH:17][CH:16]=1.ClC(Cl)(OC(=O)OC(Cl)(Cl)Cl)Cl.C(=O)(O)[O-].[Na+]. Product: [CH2:32]([O:31][C:29]([C@@H:26]1[CH2:25][CH2:24][C@@H:23]2[CH2:28][N:27]1[C:9](=[O:10])[N:22]2[O:21][CH2:14][C:15]1[CH:20]=[CH:19][CH:18]=[CH:17][CH:16]=1)=[O:30])[C:33]1[CH:34]=[CH:35][CH:36]=[CH:37][CH:38]=1. The catalyst class is: 46. (2) Reactant: [NH2:1][C@@:2]1([C:19]2[CH:24]=[C:23]([Br:25])[C:22]([F:26])=[CH:21][C:20]=2[F:27])[CH2:7][O:6][C@@H:5]([CH2:8][O:9][CH2:10][C:11]2[CH:16]=[CH:15][CH:14]=[CH:13][CH:12]=2)[CH2:4][C@H:3]1[CH2:17][OH:18].[C:28]([N:36]=[C:37]=[S:38])(=[O:35])[C:29]1[CH:34]=[CH:33][CH:32]=[CH:31][CH:30]=1. Product: [CH2:10]([O:9][CH2:8][C@@H:5]1[O:6][CH2:7][C@@:2]([NH:1][C:37]([NH:36][C:28](=[O:35])[C:29]2[CH:30]=[CH:31][CH:32]=[CH:33][CH:34]=2)=[S:38])([C:19]2[CH:24]=[C:23]([Br:25])[C:22]([F:26])=[CH:21][C:20]=2[F:27])[C@H:3]([CH2:17][OH:18])[CH2:4]1)[C:11]1[CH:16]=[CH:15][CH:14]=[CH:13][CH:12]=1. The catalyst class is: 4. (3) Reactant: [CH3:1][C:2]([O:8][C:9]1[CH:10]=[C:11]([C:15]2[CH:20]=[CH:19][CH:18]=[C:17]([O:21][CH2:22][CH2:23][C:24]3[N:25]=[C:26]([C:30]4[CH:35]=[CH:34][CH:33]=[CH:32][CH:31]=4)[O:27][C:28]=3[CH3:29])[CH:16]=2)[CH:12]=[CH:13][CH:14]=1)([CH3:7])[C:3]([O:5]C)=[O:4].O.C(=O)([O-])[O-].[K+].[K+].Cl. Product: [CH3:7][C:2]([O:8][C:9]1[CH:10]=[C:11]([C:15]2[CH:20]=[CH:19][CH:18]=[C:17]([O:21][CH2:22][CH2:23][C:24]3[N:25]=[C:26]([C:30]4[CH:35]=[CH:34][CH:33]=[CH:32][CH:31]=4)[O:27][C:28]=3[CH3:29])[CH:16]=2)[CH:12]=[CH:13][CH:14]=1)([CH3:1])[C:3]([OH:5])=[O:4]. The catalyst class is: 5. (4) Reactant: [OH:1][C:2]1[CH:11]=[C:10]2[C:5]([C:6](=[O:25])[C:7]([C:16]3[S:20][C:19]([C:21]([O:23]C)=[O:22])=[CH:18][CH:17]=3)=[C:8]([C:12]([F:15])([F:14])[F:13])[O:9]2)=[CH:4][CH:3]=1.Cl. Product: [OH:1][C:2]1[CH:11]=[C:10]2[C:5]([C:6](=[O:25])[C:7]([C:16]3[S:20][C:19]([C:21]([OH:23])=[O:22])=[CH:18][CH:17]=3)=[C:8]([C:12]([F:15])([F:13])[F:14])[O:9]2)=[CH:4][CH:3]=1. The catalyst class is: 12. (5) Reactant: [OH:1][CH2:2][C@H:3]1[CH2:8][CH2:7][CH2:6][CH2:5][C@@H:4]1[NH:9][C:10](=[O:16])[O:11][C:12]([CH3:15])([CH3:14])[CH3:13].[CH3:17][S:18](Cl)(=[O:20])=[O:19].C(N(CC)CC)C. Product: [CH3:17][S:18]([O:1][CH2:2][C@H:3]1[CH2:8][CH2:7][CH2:6][CH2:5][C@@H:4]1[NH:9][C:10](=[O:16])[O:11][C:12]([CH3:13])([CH3:15])[CH3:14])(=[O:20])=[O:19]. The catalyst class is: 4. (6) Reactant: [F:1][C:2]1[CH:7]=[CH:6][C:5]([C:8]2[C:16]3[C:11](=[CH:12][CH:13]=[C:14]([NH:17][S:18]([C:21]4[CH:26]=[CH:25][CH:24]=[CH:23][C:22]=4C)(=[O:20])=[O:19])[CH:15]=3)[NH:10][N:9]=2)=[CH:4][CH:3]=1.NC1C=C2C(=CC=1)NN=C2C1C=CC(F)=CC=1.N1C=CC=CC=1.[CH3:51][S:52](C1C=CC=C[C:51]=1[S:52](Cl)(=[O:54])=[O:53])(=[O:54])=[O:53]. Product: [F:1][C:2]1[CH:7]=[CH:6][C:5]([C:8]2[C:16]3[C:11](=[CH:12][CH:13]=[C:14]([NH:17][S:18]([C:21]4[CH:26]=[CH:25][CH:24]=[CH:23][C:22]=4[S:52]([CH3:51])(=[O:54])=[O:53])(=[O:20])=[O:19])[CH:15]=3)[NH:10][N:9]=2)=[CH:4][CH:3]=1. The catalyst class is: 7. (7) Reactant: F[C:2]1[N:9]=[CH:8][CH:7]=[C:6]([I:10])[C:3]=1[C:4]#[N:5].O.[NH2:12][NH2:13]. Product: [NH:12]([C:2]1[N:9]=[CH:8][CH:7]=[C:6]([I:10])[C:3]=1[C:4]#[N:5])[NH2:13]. The catalyst class is: 5.